From a dataset of Catalyst prediction with 721,799 reactions and 888 catalyst types from USPTO. Predict which catalyst facilitates the given reaction. (1) Reactant: [H-].[Na+].[CH2:3]([CH:6]([C:12]([O:14][CH2:15][CH3:16])=[O:13])[C:7]([O:9][CH2:10][CH3:11])=[O:8])[CH:4]=[CH2:5].Cl[CH2:18][C:19]([CH3:21])=[CH2:20]. Product: [CH2:3]([C:6]([CH2:20][C:19]([CH3:21])=[CH2:18])([C:12]([O:14][CH2:15][CH3:16])=[O:13])[C:7]([O:9][CH2:10][CH3:11])=[O:8])[CH:4]=[CH2:5]. The catalyst class is: 1. (2) Reactant: Cl[C:2]1[C:3]2[CH:24]=[CH:23][C:22](=[O:25])[N:21]([C:26]3[C:31]([F:32])=[CH:30][CH:29]=[CH:28][C:27]=3[F:33])[C:4]=2[N:5]=[C:6]([N:8]2[CH2:13][CH2:12][CH:11]([N:14]3[CH2:19][CH2:18][CH:17]([CH3:20])[CH2:16][CH2:15]3)[CH2:10][CH2:9]2)[N:7]=1.C[C:35]1[C:40]([C:41]([OH:43])=[O:42])=[CH:39][C:38](B2OC(C)(C)C(C)(C)O2)=[CH:37][CH:36]=1.[C:53](=O)([O-])[O-].[K+].[K+]. The catalyst class is: 70. Product: [F:32][C:31]1[CH:30]=[CH:29][CH:28]=[C:27]([F:33])[C:26]=1[N:21]1[C:4]2[N:5]=[C:6]([N:8]3[CH2:13][CH2:12][CH:11]([N:14]4[CH2:19][CH2:18][CH:17]([CH3:20])[CH2:16][CH2:15]4)[CH2:10][CH2:9]3)[N:7]=[C:2]([C:38]3[CH:39]=[C:40]([CH:35]=[CH:36][C:37]=3[CH3:53])[C:41]([OH:43])=[O:42])[C:3]=2[CH:24]=[CH:23][C:22]1=[O:25]. (3) Reactant: [C:1]1([NH:7][NH2:8])[CH:6]=[CH:5][CH:4]=[CH:3][CH:2]=1.C([O-])([O-])=O.[Na+].[Na+].[Cl:15][CH2:16][CH2:17][CH2:18][C:19](Cl)=[O:20]. The catalyst class is: 2. Product: [Cl:15][CH2:16][CH2:17][CH2:18][C:19]([NH:8][NH:7][C:1]1[CH:6]=[CH:5][CH:4]=[CH:3][CH:2]=1)=[O:20]. (4) Reactant: [NH2:1][C:2]1[S:3][CH:4]=[C:5]([C:7]2[CH:18]=[CH:17][C:10]([C:11]([NH:13][CH:14]3[CH2:16][CH2:15]3)=O)=[CH:9][CH:8]=2)[N:6]=1.COC1C=CC(P2(SP(C3C=CC(OC)=CC=3)(=S)S2)=[S:28])=CC=1. Product: [NH2:1][C:2]1[S:3][CH:4]=[C:5]([C:7]2[CH:18]=[CH:17][C:10]([C:11]([NH:13][CH:14]3[CH2:16][CH2:15]3)=[S:28])=[CH:9][CH:8]=2)[N:6]=1. The catalyst class is: 1. (5) Reactant: [Br:1][C:2]1[CH:3]=[CH:4][C:5]([F:17])=[C:6]([C:8]([NH:12][C:13](=[O:16])[CH2:14][Cl:15])([CH3:11])[CH2:9][OH:10])[CH:7]=1. Product: [Br:1][C:2]1[CH:3]=[CH:4][C:5]([F:17])=[C:6]([C@@:8]([NH:12][C:13](=[O:16])[CH2:14][Cl:15])([CH3:11])[CH2:9][OH:10])[CH:7]=1. The catalyst class is: 4. (6) Reactant: [CH2:1]([N:3]([CH2:29][C:30]1[CH:35]=[CH:34][C:33]([O:36][CH:37]2[CH2:43][CH:42]3[N:44]([CH3:45])[CH:39]([CH2:40][CH2:41]3)[CH2:38]2)=[CH:32][CH:31]=1)[C:4]1[CH:9]=[C:8]([O:10][CH3:11])[CH:7]=[CH:6][C:5]=1[CH:12]1[CH2:21][CH2:20][C:19]2[CH:18]=[C:17]([O:22]C(=O)C(C)(C)C)[CH:16]=[CH:15][C:14]=2[CH2:13]1)[CH3:2].[OH-].[Na+].Cl. Product: [CH2:1]([N:3]([CH2:29][C:30]1[CH:31]=[CH:32][C:33]([O:36][CH:37]2[CH2:43][CH:42]3[N:44]([CH3:45])[CH:39]([CH2:40][CH2:41]3)[CH2:38]2)=[CH:34][CH:35]=1)[C:4]1[CH:9]=[C:8]([O:10][CH3:11])[CH:7]=[CH:6][C:5]=1[CH:12]1[CH2:21][CH2:20][C:19]2[CH:18]=[C:17]([OH:22])[CH:16]=[CH:15][C:14]=2[CH2:13]1)[CH3:2]. The catalyst class is: 8. (7) Reactant: [O:1]1[CH2:5][CH2:4][CH:3]([CH2:6][CH2:7][CH:8]=[O:9])[CH2:2]1.[Br:10]C1(Br)C(=O)NC(=O)NC1=O.Br. Product: [Br:10][CH:7]([CH2:6][CH:3]1[CH2:4][CH2:5][O:1][CH2:2]1)[CH:8]=[O:9]. The catalyst class is: 2. (8) Reactant: Br[C:2]1[CH:7]=[CH:6][N:5]=[C:4]([O:8][CH3:9])[CH:3]=1.[F:10][C:11]([F:21])([F:20])[C:12]1[N:17]=[CH:16][C:15]([CH2:18][OH:19])=[CH:14][CH:13]=1.CC1C=NC2C(C=1C)=CC=C1C=2N=CC(C)=C1C.C([O-])([O-])=O.[Cs+].[Cs+]. Product: [CH3:9][O:8][C:4]1[CH:3]=[C:2]([O:19][CH2:18][C:15]2[CH:16]=[N:17][C:12]([C:11]([F:21])([F:10])[F:20])=[CH:13][CH:14]=2)[CH:7]=[CH:6][N:5]=1. The catalyst class is: 11. (9) Reactant: Cl[C:2]1[N:7]=[C:6]([C:8]2[N:12]3[CH:13]=[C:14]([F:17])[CH:15]=[CH:16][C:11]3=[N:10][CH:9]=2)[N:5]=[C:4]([NH:18][C@@H:19]2[CH2:24][CH2:23][CH2:22][N:21]([C:25]([O:27][C:28]([CH3:31])([CH3:30])[CH3:29])=[O:26])[CH2:20]2)[C:3]=1[F:32].[NH:33]1[CH2:38][CH2:37][O:36][CH2:35][CH2:34]1.C(OC(N1CCC[C@@H](NC2N=C(C3N4C=C(F)C=CC4=NC=3)N=C(N3CCN(C(OCC4C=CC=CC=4)=O)CC3)C=2)C1)=O)(C)(C)C. Product: [F:32][C:3]1[C:4]([NH:18][C@@H:19]2[CH2:24][CH2:23][CH2:22][N:21]([C:25]([O:27][C:28]([CH3:31])([CH3:30])[CH3:29])=[O:26])[CH2:20]2)=[N:5][C:6]([C:8]2[N:12]3[CH:13]=[C:14]([F:17])[CH:15]=[CH:16][C:11]3=[N:10][CH:9]=2)=[N:7][C:2]=1[N:33]1[CH2:38][CH2:37][O:36][CH2:35][CH2:34]1. The catalyst class is: 60. (10) Reactant: [C:1](#[N:3])[CH3:2].CC(C)(C)C[O-].[K+].C([O:13][C:14]([CH:16]1[CH2:18][CH:17]1[CH3:19])=O)C. Product: [CH3:19][CH:17]1[CH2:18][CH:16]1[C:14](=[O:13])[CH2:2][C:1]#[N:3]. The catalyst class is: 1.